From a dataset of Catalyst prediction with 721,799 reactions and 888 catalyst types from USPTO. Predict which catalyst facilitates the given reaction. (1) Reactant: [C:1]1(=[O:12])[CH2:11][CH2:10][CH2:9][CH2:8][CH2:7][CH2:6][CH2:5][CH2:4][CH2:3][CH2:2]1.[NH2:13]OS(O)(=O)=O.[OH-].[Na+]. The catalyst class is: 106. Product: [NH:13]1[CH2:11][CH2:10][CH2:9][CH2:8][CH2:7][CH2:6][CH2:5][CH2:4][CH2:3][CH2:2][C:1]1=[O:12]. (2) Reactant: [F:1][C:2]1[CH:7]=[CH:6][CH:5]=[CH:4][C:3]=1[NH:8][C:9](=[O:17])[CH:10]([CH3:16])[C:11]([O:13]CC)=[O:12].[OH-].[Na+]. Product: [F:1][C:2]1[CH:7]=[CH:6][CH:5]=[CH:4][C:3]=1[NH:8][C:9](=[O:17])[CH:10]([CH3:16])[C:11]([OH:13])=[O:12]. The catalyst class is: 1. (3) Reactant: [F:1][C:2]1[C:7]([F:8])=[CH:6][CH:5]=[CH:4][C:3]=1[C:9]([NH:14][S@@:15]([C:17]([CH3:20])([CH3:19])[CH3:18])=[O:16])([CH2:11][CH:12]=[O:13])[CH3:10].[F:21][C:22]([Si](C)(C)C)([F:24])[F:23].[F-].C([N+](CCCC)(CCCC)CCCC)CCC. Product: [F:1][C:2]1[C:7]([F:8])=[CH:6][CH:5]=[CH:4][C:3]=1[C:9]([NH:14][S@@:15]([C:17]([CH3:20])([CH3:19])[CH3:18])=[O:16])([CH2:11][C@H:12]([OH:13])[C:22]([F:24])([F:23])[F:21])[CH3:10]. The catalyst class is: 1. (4) Reactant: C[O:2][C:3](=[O:22])[CH:4]([C:11]1[CH:16]=[CH:15][C:14]([S:17]([CH3:20])(=[O:19])=[O:18])=[C:13]([Br:21])[CH:12]=1)[CH2:5][CH:6]1[CH2:10][CH2:9][CH2:8][CH2:7]1.[OH-].[Li+]. Product: [Br:21][C:13]1[CH:12]=[C:11]([CH:4]([CH2:5][CH:6]2[CH2:10][CH2:9][CH2:8][CH2:7]2)[C:3]([OH:22])=[O:2])[CH:16]=[CH:15][C:14]=1[S:17]([CH3:20])(=[O:19])=[O:18]. The catalyst class is: 24. (5) Reactant: Br.[Br:2][CH2:3][CH2:4][CH2:5][NH2:6].[CH3:7][C:8]([O:11][C:12](O[C:12]([O:11][C:8]([CH3:10])([CH3:9])[CH3:7])=[O:13])=[O:13])([CH3:10])[CH3:9].C(N(CC)CC)C. Product: [Br:2][CH2:3][CH2:4][CH2:5][NH:6][C:12](=[O:13])[O:11][C:8]([CH3:10])([CH3:9])[CH3:7]. The catalyst class is: 2. (6) Reactant: [CH3:1][C:2]([CH3:32])([CH3:31])[C:3](=[O:30])[CH2:4][O:5][C:6]1[CH:11]=[CH:10][C:9]([C:12]([C:17]2[CH:18]=[CH:19][C:20]3[CH:24]=[C:23]([C:25]([OH:27])=[O:26])[S:22][C:21]=3[CH:28]=2)([CH2:15][CH3:16])[CH2:13][CH3:14])=[CH:8][C:7]=1[CH3:29].[BH4-].[Na+]. Product: [CH2:13]([C:12]([C:17]1[CH:18]=[CH:19][C:20]2[CH:24]=[C:23]([C:25]([OH:27])=[O:26])[S:22][C:21]=2[CH:28]=1)([C:9]1[CH:10]=[CH:11][C:6]([O:5][CH2:4][CH:3]([OH:30])[C:2]([CH3:31])([CH3:32])[CH3:1])=[C:7]([CH3:29])[CH:8]=1)[CH2:15][CH3:16])[CH3:14]. The catalyst class is: 1. (7) Product: [NH2:8][C:9]1[CH:10]=[C:11]([N:15]([C:23]2([C:47]([O:49][CH3:50])=[O:48])[CH2:28][CH2:27][N:26]([CH2:29][CH:30]([C:41]3[CH:42]=[CH:43][CH:44]=[CH:45][CH:46]=3)[C:31]([O:33][CH2:34][C:35]3[CH:36]=[CH:37][CH:38]=[CH:39][CH:40]=3)=[O:32])[CH2:25][CH2:24]2)[C:16]([C:18]2[O:19][CH:20]=[CH:21][CH:22]=2)=[O:17])[CH:12]=[CH:13][CH:14]=1. Reactant: C(OC([NH:8][C:9]1[CH:10]=[C:11]([N:15]([C:23]2([C:47]([O:49][CH3:50])=[O:48])[CH2:28][CH2:27][N:26]([CH2:29][CH:30]([C:41]3[CH:46]=[CH:45][CH:44]=[CH:43][CH:42]=3)[C:31]([O:33][CH2:34][C:35]3[CH:40]=[CH:39][CH:38]=[CH:37][CH:36]=3)=[O:32])[CH2:25][CH2:24]2)[C:16]([C:18]2[O:19][CH:20]=[CH:21][CH:22]=2)=[O:17])[CH:12]=[CH:13][CH:14]=1)=O)(C)(C)C.FC(F)(F)C(O)=O.C(=O)([O-])O.[Na+]. The catalyst class is: 22. (8) Reactant: N(C(OC(C)C)=O)=NC(OC(C)C)=O.[CH3:15][N:16]1[C:24]2[N:23]=[C:22]([Br:25])[N:21]([CH2:26][C:27]#[C:28][CH3:29])[C:20]=2[C:19](=[O:30])[NH:18][C:17]1=[O:31].[CH:32]1[C:33]([CH2:41]O)=[CH:34][N:35]2[C:40]=1[CH:39]=[CH:38][CH:37]=[CH:36]2.C1(P(C2C=CC=CC=2)C2C=CC=CC=2)C=CC=CC=1. Product: [CH:32]1[C:33]([CH2:41][N:18]2[C:19](=[O:30])[C:20]3[N:21]([CH2:26][C:27]#[C:28][CH3:29])[C:22]([Br:25])=[N:23][C:24]=3[N:16]([CH3:15])[C:17]2=[O:31])=[CH:34][N:35]2[C:40]=1[CH:39]=[CH:38][CH:37]=[CH:36]2. The catalyst class is: 595.